Task: Predict the product of the given reaction.. Dataset: Forward reaction prediction with 1.9M reactions from USPTO patents (1976-2016) Given the reactants Br[C:2]1[N:7]=[CH:6][C:5]([N:8]2[CH2:13][CH2:12][N:11]([C:14]([O:16][CH2:17][C:18]([O:20][CH2:21][CH3:22])=[O:19])=[O:15])[CH2:10][CH2:9]2)=[CH:4][CH:3]=1.[F:23][C:24]([F:35])([F:34])[C:25]1[CH:26]=[C:27](B(O)O)[CH:28]=[CH:29][CH:30]=1, predict the reaction product. The product is: [F:23][C:24]([F:35])([F:34])[C:25]1[CH:30]=[C:29]([C:2]2[N:7]=[CH:6][C:5]([N:8]3[CH2:13][CH2:12][N:11]([C:14]([O:16][CH2:17][C:18]([O:20][CH2:21][CH3:22])=[O:19])=[O:15])[CH2:10][CH2:9]3)=[CH:4][CH:3]=2)[CH:28]=[CH:27][CH:26]=1.